From a dataset of Forward reaction prediction with 1.9M reactions from USPTO patents (1976-2016). Predict the product of the given reaction. (1) Given the reactants C1(COC(=O)[NH:10][C@H:11]([C:14]([N:16]2[CH2:20][CH2:19][CH2:18][CH2:17]2)=[O:15])[CH2:12][CH3:13])C=CC=CC=1.CO, predict the reaction product. The product is: [N:16]1([C:14]([C@@H:11]([NH2:10])[CH2:12][CH3:13])=[O:15])[CH2:20][CH2:19][CH2:18][CH2:17]1. (2) Given the reactants Cl[CH2:2][C:3]1[CH:8]=[CH:7][CH:6]=[CH:5][C:4]=1[CH3:9].C(=O)([O-])[O-].[K+].[K+].[CH3:16][N:17]1[C:22](=[O:23])[C:21]2=[C:24]([C:38]3[CH:43]=[CH:42][N:41]=[CH:40][CH:39]=3)[N:25]([CH2:27][C:28]3[C:37]4[C:32](=[CH:33][CH:34]=[CH:35][CH:36]=4)[CH:31]=[CH:30][CH:29]=3)[N:26]=[C:20]2[NH:19][C:18]1=[O:44], predict the reaction product. The product is: [CH3:16][N:17]1[C:22](=[O:23])[C:21]2=[C:24]([C:38]3[CH:39]=[CH:40][N:41]=[CH:42][CH:43]=3)[N:25]([CH2:27][C:28]3[C:37]4[C:32](=[CH:33][CH:34]=[CH:35][CH:36]=4)[CH:31]=[CH:30][CH:29]=3)[N:26]=[C:20]2[N:19]([CH2:2][C:3]2[CH:8]=[CH:7][CH:6]=[CH:5][C:4]=2[CH3:9])[C:18]1=[O:44]. (3) Given the reactants [Cl:1][C:2]1[C:3]([O:12][C:13]2[CH:18]=[C:17]([O:19][CH2:20][CH2:21][O:22][CH3:23])[CH:16]=[CH:15][C:14]=2[CH2:24][CH2:25][C:26]([OH:28])=O)=[N:4][CH:5]=[C:6]([C:8]([F:11])([F:10])[F:9])[CH:7]=1.[S:29]([NH2:33])([NH2:32])(=[O:31])=[O:30].N12CCCN=C1CCCCC2.Cl, predict the reaction product. The product is: [NH2:32][S:29]([NH:33][C:26](=[O:28])[CH2:25][CH2:24][C:14]1[CH:15]=[CH:16][C:17]([O:19][CH2:20][CH2:21][O:22][CH3:23])=[CH:18][C:13]=1[O:12][C:3]1[C:2]([Cl:1])=[CH:7][C:6]([C:8]([F:10])([F:11])[F:9])=[CH:5][N:4]=1)(=[O:31])=[O:30].